From a dataset of Full USPTO retrosynthesis dataset with 1.9M reactions from patents (1976-2016). Predict the reactants needed to synthesize the given product. (1) Given the product [F:1][C@H:2]1[CH2:6][CH2:5][N:4]([C:7]([NH:9][C@@H:10]2[CH2:15][C@H:14]([CH3:16])[CH2:13][C@H:12]([NH:17][C:18]3[C:23]([F:24])=[CH:22][N:21]=[C:20]([C:25]4[C:33]5[C:28](=[N:29][CH:30]=[C:31]([F:34])[CH:32]=5)[NH:27][CH:26]=4)[N:19]=3)[CH2:11]2)=[O:8])[CH2:3]1, predict the reactants needed to synthesize it. The reactants are: [F:1][C@H:2]1[CH2:6][CH2:5][N:4]([C:7]([NH:9][CH:10]2[CH2:15][CH:14]([CH3:16])[CH2:13][CH:12]([NH:17][C:18]3[C:23]([F:24])=[CH:22][N:21]=[C:20]([C:25]4[C:33]5[C:28](=[N:29][CH:30]=[C:31]([F:34])[CH:32]=5)[N:27](S(C5C=CC(C)=CC=5)(=O)=O)[CH:26]=4)[N:19]=3)[CH2:11]2)=[O:8])[CH2:3]1.C[O-].[Na+]. (2) Given the product [C:1]([O:5][C:6](=[O:21])[NH:7][CH2:8][C:9]1([C:17]2[NH:20][C:27](=[O:28])[O:19][N:18]=2)[C:11]2([CH2:16][CH2:15][CH2:14][CH2:13][CH2:12]2)[CH2:10]1)([CH3:4])([CH3:2])[CH3:3], predict the reactants needed to synthesize it. The reactants are: [C:1]([O:5][C:6](=[O:21])[NH:7][CH2:8][C:9]1([C:17](=[NH:20])[NH:18][OH:19])[C:11]2([CH2:16][CH2:15][CH2:14][CH2:13][CH2:12]2)[CH2:10]1)([CH3:4])([CH3:3])[CH3:2].C1N=CN([C:27](N2C=NC=C2)=[O:28])C=1. (3) Given the product [C:11]1([O:10][P:8]([O:17][C@@H:18]2[C@@H:23]([CH2:24][O:25][C:26]([O:28][C:29]([CH3:34])([CH3:35])[C:30]([Cl:32])([Cl:33])[Cl:31])=[O:27])[O:22][C@@H:21]([O:104][CH2:103][C@@H:99]3[CH2:100][CH2:101][CH2:102][N:98]3[C:96](=[O:97])[CH2:95][C@H:94]([O:93][C:78](=[O:92])[CH2:79][CH2:80][CH2:81][CH2:82][CH2:83][CH2:84][CH2:85][CH2:86][CH2:87][CH2:88][CH2:89][CH2:90][CH3:91])[CH2:105][CH2:106][CH2:107][CH2:108][CH2:109][CH2:110][CH2:111][CH2:112][CH2:113][CH2:114][CH3:115])[C@H:20]([NH:37][C:38]([O:40][CH2:41][C:42]([Cl:44])([Cl:45])[Cl:43])=[O:39])[C@H:19]2[O:46][C:47](=[O:77])[CH2:48][C@H:49]([O:61][C:62](=[O:76])[CH2:63][CH2:64][CH2:65][CH2:66][CH2:67][CH2:68][CH2:69][CH2:70][CH2:71][CH2:72][CH2:73][CH2:74][CH3:75])[CH2:50][CH2:51][CH2:52][CH2:53][CH2:54][CH2:55][CH2:56][CH2:57][CH2:58][CH2:59][CH3:60])([O:7][C:1]2[CH:2]=[CH:3][CH:4]=[CH:5][CH:6]=2)=[O:9])[CH:12]=[CH:13][CH:14]=[CH:15][CH:16]=1, predict the reactants needed to synthesize it. The reactants are: [C:1]1([O:7][P:8]([O:17][C@@H:18]2[C@@H:23]([CH2:24][O:25][C:26]([O:28][C:29]([CH3:35])([CH3:34])[C:30]([Cl:33])([Cl:32])[Cl:31])=[O:27])[O:22][C@@H:21](Br)[C@H:20]([NH:37][C:38]([O:40][CH2:41][C:42]([Cl:45])([Cl:44])[Cl:43])=[O:39])[C@H:19]2[O:46][C:47](=[O:77])[CH2:48][C@H:49]([O:61][C:62](=[O:76])[CH2:63][CH2:64][CH2:65][CH2:66][CH2:67][CH2:68][CH2:69][CH2:70][CH2:71][CH2:72][CH2:73][CH2:74][CH3:75])[CH2:50][CH2:51][CH2:52][CH2:53][CH2:54][CH2:55][CH2:56][CH2:57][CH2:58][CH2:59][CH3:60])([O:10][C:11]2[CH:16]=[CH:15][CH:14]=[CH:13][CH:12]=2)=[O:9])[CH:6]=[CH:5][CH:4]=[CH:3][CH:2]=1.[C:78]([O:93][C@H:94]([CH2:105][CH2:106][CH2:107][CH2:108][CH2:109][CH2:110][CH2:111][CH2:112][CH2:113][CH2:114][CH3:115])[CH2:95][C:96]([N:98]1[CH2:102][CH2:101][CH2:100][C@H:99]1[CH2:103][OH:104])=[O:97])(=[O:92])[CH2:79][CH2:80][CH2:81][CH2:82][CH2:83][CH2:84][CH2:85][CH2:86][CH2:87][CH2:88][CH2:89][CH2:90][CH3:91].[Hg](C#N)C#N. (4) Given the product [CH3:1][O:2][C:3]1[CH:4]=[C:5]2[C:10](=[CH:11][C:12]=1[O:13][CH3:14])[N:9]=[CH:8][CH:7]=[C:6]2[O:15][C:16]1[CH:22]=[CH:21][C:19]([NH:20][C:32]([NH:36][CH2:37][CH2:38][CH2:39][N:40]2[CH2:45][CH2:44][CH2:43][CH2:42][CH:41]2[CH3:46])=[S:33])=[C:18]([CH3:23])[C:17]=1[CH3:24], predict the reactants needed to synthesize it. The reactants are: [CH3:1][O:2][C:3]1[CH:4]=[C:5]2[C:10](=[CH:11][C:12]=1[O:13][CH3:14])[N:9]=[CH:8][CH:7]=[C:6]2[O:15][C:16]1[CH:22]=[CH:21][C:19]([NH2:20])=[C:18]([CH3:23])[C:17]=1[CH3:24].C(N(CC)CC)C.[C:32](Cl)(Cl)=[S:33].[NH2:36][CH2:37][CH2:38][CH2:39][N:40]1[CH2:45][CH2:44][CH2:43][CH2:42][CH:41]1[CH3:46]. (5) Given the product [CH:1]1([NH:6][C:7]([C:9]2([CH2:22][CH2:23][CH2:24][CH2:25][N:30]3[CH2:31][CH2:32][N:27]([C:33]4[CH:42]=[CH:41][C:40]5[C:35](=[CH:36][CH:37]=[CH:38][CH:39]=5)[N:34]=4)[CH2:28][CH2:29]3)[C:21]3[CH:20]=[CH:19][CH:18]=[CH:17][C:16]=3[C:15]3[C:10]2=[CH:11][CH:12]=[CH:13][CH:14]=3)=[O:8])[CH2:5][CH2:4][CH2:3][CH2:2]1, predict the reactants needed to synthesize it. The reactants are: [CH:1]1([NH:6][C:7]([C:9]2([CH2:22][CH2:23][CH2:24][CH2:25]Br)[C:21]3[CH:20]=[CH:19][CH:18]=[CH:17][C:16]=3[C:15]3[C:10]2=[CH:11][CH:12]=[CH:13][CH:14]=3)=[O:8])[CH2:5][CH2:4][CH2:3][CH2:2]1.[N:27]1([C:33]2[CH:42]=[CH:41][C:40]3[C:35](=[CH:36][CH:37]=[CH:38][CH:39]=3)[N:34]=2)[CH2:32][CH2:31][NH:30][CH2:29][CH2:28]1. (6) Given the product [F:16][C:13]1([F:17])[CH2:14][CH2:15][CH:10]([OH:9])[CH2:11][CH2:12]1, predict the reactants needed to synthesize it. The reactants are: C([O:9][CH:10]1[CH2:15][CH2:14][C:13]([F:17])([F:16])[CH2:12][CH2:11]1)(=O)C1C=CC=CC=1.[OH-].[Na+].C(O)C.C(OCC)(=O)C. (7) Given the product [Cl:14][C:10]1[N:9]=[CH:8][C:7]([OH:16])=[CH:12][C:11]=1[F:13], predict the reactants needed to synthesize it. The reactants are: C([Li])CCC.Br[C:7]1[CH:8]=[N:9][C:10]([Cl:14])=[C:11]([F:13])[CH:12]=1.B(OC)(OC)[O:16]C.[OH-].[Na+].OO. (8) Given the product [OH:20][C:21]1[CH:22]=[C:23]([C:32]([NH:4][CH2:3][C:2]([F:9])([F:1])[C:5]([F:8])([F:7])[F:6])=[O:33])[CH:24]=[C:25]2[C:30]=1[N:29]=[CH:28][NH:27][C:26]2=[O:31], predict the reactants needed to synthesize it. The reactants are: [F:1][C:2]([F:9])([C:5]([F:8])([F:7])[F:6])[CH2:3][NH2:4].N1CCOCC1.C[Al](C)C.[OH:20][C:21]1[CH:22]=[C:23]([C:32](OC)=[O:33])[CH:24]=[C:25]2[C:30]=1[N:29]=[CH:28][NH:27][C:26]2=[O:31]. (9) The reactants are: [OH:1][C:2]1([C:6]2[CH:11]=[CH:10][C:9]([NH:12][C:13](=[O:21])OC3C=CC=CC=3)=[CH:8][CH:7]=2)[CH2:5][O:4][CH2:3]1.Cl.[C:23]([C:27]1[CH:31]=[C:30]([CH2:32][NH2:33])[N:29]([C:34]2[CH:39]=[CH:38][CH:37]=[C:36]([Cl:40])[CH:35]=2)[N:28]=1)([CH3:26])([CH3:25])[CH3:24]. Given the product [C:23]([C:27]1[CH:31]=[C:30]([CH2:32][NH:33][C:13]([NH:12][C:9]2[CH:8]=[CH:7][C:6]([C:2]3([OH:1])[CH2:3][O:4][CH2:5]3)=[CH:11][CH:10]=2)=[O:21])[N:29]([C:34]2[CH:39]=[CH:38][CH:37]=[C:36]([Cl:40])[CH:35]=2)[N:28]=1)([CH3:26])([CH3:24])[CH3:25], predict the reactants needed to synthesize it.